This data is from Forward reaction prediction with 1.9M reactions from USPTO patents (1976-2016). The task is: Predict the product of the given reaction. Given the reactants [C:1]([O:5][C:6]([NH:8][C@H:9]([CH2:14][OH:15])[C:10]([O:12][CH3:13])=[O:11])=[O:7])([CH3:4])([CH3:3])[CH3:2].CCN(CC)CC.[CH3:23][S:24](Cl)(=[O:26])=[O:25], predict the reaction product. The product is: [C:1]([O:5][C:6]([NH:8][C@H:9]([CH2:14][O:15][S:24]([CH3:23])(=[O:26])=[O:25])[C:10]([O:12][CH3:13])=[O:11])=[O:7])([CH3:4])([CH3:3])[CH3:2].